Dataset: NCI-60 drug combinations with 297,098 pairs across 59 cell lines. Task: Regression. Given two drug SMILES strings and cell line genomic features, predict the synergy score measuring deviation from expected non-interaction effect. (1) Drug 2: CNC(=O)C1=CC=CC=C1SC2=CC3=C(C=C2)C(=NN3)C=CC4=CC=CC=N4. Cell line: RPMI-8226. Synergy scores: CSS=2.54, Synergy_ZIP=6.04, Synergy_Bliss=12.1, Synergy_Loewe=2.19, Synergy_HSA=4.11. Drug 1: CC(C1=C(C=CC(=C1Cl)F)Cl)OC2=C(N=CC(=C2)C3=CN(N=C3)C4CCNCC4)N. (2) Drug 1: CS(=O)(=O)C1=CC(=C(C=C1)C(=O)NC2=CC(=C(C=C2)Cl)C3=CC=CC=N3)Cl. Drug 2: CC12CCC3C(C1CCC2OP(=O)(O)O)CCC4=C3C=CC(=C4)OC(=O)N(CCCl)CCCl.[Na+]. Cell line: SNB-19. Synergy scores: CSS=-0.653, Synergy_ZIP=-0.770, Synergy_Bliss=-2.22, Synergy_Loewe=-2.85, Synergy_HSA=-2.72. (3) Drug 1: C1CN1C2=NC(=NC(=N2)N3CC3)N4CC4. Drug 2: COC1=C2C(=CC3=C1OC=C3)C=CC(=O)O2. Cell line: NCI-H460. Synergy scores: CSS=53.3, Synergy_ZIP=4.62, Synergy_Bliss=3.75, Synergy_Loewe=-22.5, Synergy_HSA=2.74. (4) Drug 1: CC1C(C(CC(O1)OC2CC(OC(C2O)C)OC3=CC4=CC5=C(C(=O)C(C(C5)C(C(=O)C(C(C)O)O)OC)OC6CC(C(C(O6)C)O)OC7CC(C(C(O7)C)O)OC8CC(C(C(O8)C)O)(C)O)C(=C4C(=C3C)O)O)O)O. Drug 2: C(=O)(N)NO. Cell line: MDA-MB-231. Synergy scores: CSS=37.3, Synergy_ZIP=0.933, Synergy_Bliss=2.52, Synergy_Loewe=-32.8, Synergy_HSA=2.31. (5) Drug 1: CC1=C2C(C(=O)C3(C(CC4C(C3C(C(C2(C)C)(CC1OC(=O)C(C(C5=CC=CC=C5)NC(=O)OC(C)(C)C)O)O)OC(=O)C6=CC=CC=C6)(CO4)OC(=O)C)OC)C)OC. Drug 2: C1CN(P(=O)(OC1)NCCCl)CCCl. Cell line: HS 578T. Synergy scores: CSS=69.8, Synergy_ZIP=16.3, Synergy_Bliss=15.7, Synergy_Loewe=-17.9, Synergy_HSA=15.4.